This data is from Full USPTO retrosynthesis dataset with 1.9M reactions from patents (1976-2016). The task is: Predict the reactants needed to synthesize the given product. Given the product [Cl:30][CH2:5][CH:8]=[CH:9][Si:10]([O:17][CH2:18][CH3:19])([O:14][CH2:15][CH3:16])[O:11][CH2:12][CH3:13], predict the reactants needed to synthesize it. The reactants are: CC1C=C[C:5]([CH2:8][CH2:9][Si:10]([O:17][CH2:18][CH3:19])([O:14][CH2:15][CH3:16])[O:11][CH2:12][CH3:13])=CC=1.CC1C=CC(CC[Si](Cl)(Cl)[Cl:30])=CC=1.Cl[SiH](Cl)Cl.C(C1C=CC(C)=CC=1)=C.